The task is: Binary Classification. Given a drug SMILES string, predict its activity (active/inactive) in a high-throughput screening assay against a specified biological target.. This data is from Tyrosyl-DNA phosphodiesterase HTS with 341,365 compounds. (1) The compound is S(=O)(=O)(N1CCN(CC1)C(=O)N(C)C)c1cc(c(cc1)C)C. The result is 0 (inactive). (2) The molecule is O=C1C2CC(CC1CCC2)C(OCC(=O)NNC(=O)c1ccc([N+]([O-])=O)cc1)=O. The result is 0 (inactive).